Dataset: Full USPTO retrosynthesis dataset with 1.9M reactions from patents (1976-2016). Task: Predict the reactants needed to synthesize the given product. (1) Given the product [CH3:15][C:16]1[O:20][C:19]([CH2:21][NH:22][C:8]2[CH:7]=[CH:6][C:5]3[C:4]([NH:1][CH2:28][C:26]4[NH:25][N:24]=[N:23][CH:27]=4)=[CH:13][CH:12]=[CH:11][C:10]=3[N:9]=2)=[CH:18][CH:17]=1, predict the reactants needed to synthesize it. The reactants are: [N+:1]([C:4]1[CH:13]=[CH:12][CH:11]=[C:10]2[C:5]=1[CH:6]=[CH:7][C:8](Cl)=[N:9]2)([O-])=O.[CH3:15][C:16]1[O:20][C:19]([CH2:21][NH2:22])=[CH:18][CH:17]=1.[NH:23]1[CH:27]=[C:26]([CH:28]=O)[N:25]=[N:24]1. (2) Given the product [CH3:15][CH:14]([S:11]([CH2:10][C:6]1[CH:5]=[C:4]([NH:1][C:21](=[O:23])[CH3:22])[CH:9]=[CH:8][CH:7]=1)(=[O:13])=[O:12])[CH3:16], predict the reactants needed to synthesize it. The reactants are: [N+:1]([C:4]1[CH:9]=[CH:8][CH:7]=[C:6]([CH2:10][S:11]([CH:14]([CH3:16])[CH3:15])(=[O:13])=[O:12])[CH:5]=1)([O-])=O.O.C(Cl)Cl.[C:21](O)(=[O:23])[CH3:22]. (3) Given the product [O:15]=[C:14]1[C:13]2[C:12]3[C:7](=[CH:8][CH:9]=[CH:10][CH:11]=3)[N:6]([CH2:16][C:17]3[CH:18]=[CH:19][C:20]([C:21]([O:23][CH3:24])=[O:22])=[CH:25][CH:26]=3)[C:5]=2[CH2:4][CH2:3][CH:2]1[CH2:1][N:27]1[CH2:32][CH2:31][CH2:30][CH2:29][CH2:28]1, predict the reactants needed to synthesize it. The reactants are: [CH2:1]=[C:2]1[C:14](=[O:15])[C:13]2[C:12]3[C:7](=[CH:8][CH:9]=[CH:10][CH:11]=3)[N:6]([CH2:16][C:17]3[CH:26]=[CH:25][C:20]([C:21]([O:23][CH3:24])=[O:22])=[CH:19][CH:18]=3)[C:5]=2[CH2:4][CH2:3]1.[NH:27]1[CH2:32][CH2:31][CH2:30][CH2:29][CH2:28]1. (4) The reactants are: [NH2:1][C:2]1[S:3][C:4]([CH3:16])=[C:5]([CH3:15])[C:6]=1[C:7]([C:9]1[CH:14]=[CH:13][CH:12]=[CH:11][CH:10]=1)=O.[F:17][C:18]([F:26])([F:25])[C:19](=[O:24])[CH2:20][C:21](=O)[CH3:22]. Given the product [F:17][C:18]([F:26])([F:25])[C:19]([C:20]1[C:7]([C:9]2[CH:14]=[CH:13][CH:12]=[CH:11][CH:10]=2)=[C:6]2[C:5]([CH3:15])=[C:4]([CH3:16])[S:3][C:2]2=[N:1][C:21]=1[CH3:22])=[O:24], predict the reactants needed to synthesize it. (5) Given the product [CH3:1][C@@:2]1([C:17]([O:19][CH3:20])=[O:18])[CH2:6][C:5]([CH3:7])([CH3:8])[CH2:4][N:3]1[C:10]([O:12][C:13]([CH3:15])([CH3:14])[CH3:16])=[O:11], predict the reactants needed to synthesize it. The reactants are: [CH3:1][C@@:2]1([C:17]([O:19][CH3:20])=[O:18])[CH2:6][C:5]([CH3:8])([CH3:7])[C:4](=O)[N:3]1[C:10]([O:12][C:13]([CH3:16])([CH3:15])[CH3:14])=[O:11].[Li+].[B-](CC)(CC)CC.C([SiH](CC)CC)C.B(F)(F)F.CCOCC.